From a dataset of Forward reaction prediction with 1.9M reactions from USPTO patents (1976-2016). Predict the product of the given reaction. (1) Given the reactants [CH:1]([N:14]1[CH2:18][CH2:17][CH:16]([CH2:19][NH2:20])[CH2:15]1)([C:8]1[CH:13]=[CH:12][CH:11]=[CH:10][CH:9]=1)[C:2]1[CH:7]=[CH:6][CH:5]=[CH:4][CH:3]=1.[C:21]1([N:27]([CH2:34][C:35](O)=[O:36])[C:28]2[CH:33]=[CH:32][CH:31]=[CH:30][CH:29]=2)[CH:26]=[CH:25][CH:24]=[CH:23][CH:22]=1.C(Cl)CCl, predict the reaction product. The product is: [CH:1]([N:14]1[CH2:18][CH2:17][CH:16]([CH2:19][NH:20][C:35](=[O:36])[CH2:34][N:27]([C:21]2[CH:26]=[CH:25][CH:24]=[CH:23][CH:22]=2)[C:28]2[CH:33]=[CH:32][CH:31]=[CH:30][CH:29]=2)[CH2:15]1)([C:8]1[CH:13]=[CH:12][CH:11]=[CH:10][CH:9]=1)[C:2]1[CH:3]=[CH:4][CH:5]=[CH:6][CH:7]=1. (2) The product is: [F:11][C:8]1[CH:9]=[CH:10][C:5]2[N:6]([C:2]([N:15]3[CH2:16][CH2:17][C@H:13]([OH:12])[CH2:14]3)=[N:3][N:4]=2)[CH:7]=1. Given the reactants Cl[C:2]1[N:6]2[CH:7]=[C:8]([F:11])[CH:9]=[CH:10][C:5]2=[N:4][N:3]=1.[OH:12][C@H:13]1[CH2:17][CH2:16][NH:15][CH2:14]1.N, predict the reaction product. (3) Given the reactants [C:1]([O:5][C:6]([N:8]1[CH2:12][CH2:11][CH:10]([C:13]([C:15]2[N:23]3[C:18]([C:19]([NH2:24])=[N:20][CH:21]=[N:22]3)=[C:17](Br)[CH:16]=2)=[O:14])[CH2:9]1)=[O:7])([CH3:4])([CH3:3])[CH3:2].[CH2:26]([N:33]1[CH:41]=[C:40]2[C:35]([CH:36]=[C:37](B3OC(C)(C)C(C)(C)O3)[CH:38]=[CH:39]2)=[N:34]1)[C:27]1[CH:32]=[CH:31][CH:30]=[CH:29][CH:28]=1.C([O-])([O-])=O.[Na+].[Na+], predict the reaction product. The product is: [C:1]([O:5][C:6]([N:8]1[CH2:12][CH2:11][CH:10]([C:13]([C:15]2[N:23]3[C:18]([C:19]([NH2:24])=[N:20][CH:21]=[N:22]3)=[C:17]([C:37]3[CH:38]=[CH:39][C:40]4[C:35]([CH:36]=3)=[N:34][N:33]([CH2:26][C:27]3[CH:32]=[CH:31][CH:30]=[CH:29][CH:28]=3)[CH:41]=4)[CH:16]=2)=[O:14])[CH2:9]1)=[O:7])([CH3:4])([CH3:3])[CH3:2]. (4) Given the reactants C([O:3][P:4]([C:9]([C:12]1[CH:17]=[CH:16][C:15]([CH2:18][N:19]([S:38]([C:41]2[CH:46]=[CH:45][CH:44]=[CH:43][C:42]=2[Cl:47])(=[O:40])=[O:39])[CH2:20][C:21]2[CH:26]=[CH:25][C:24]([C:27]([P:30]([O:35]CC)([O:32]CC)=[O:31])([F:29])[F:28])=[CH:23][CH:22]=2)=[CH:14][CH:13]=1)([F:11])[F:10])(=[O:8])[O:5]CC)C.I[Si](C)(C)C, predict the reaction product. The product is: [Cl:47][C:42]1[CH:43]=[CH:44][CH:45]=[CH:46][C:41]=1[S:38]([N:19]([CH2:18][C:15]1[CH:16]=[CH:17][C:12]([C:9]([P:4](=[O:3])([OH:8])[OH:5])([F:11])[F:10])=[CH:13][CH:14]=1)[CH2:20][C:21]1[CH:22]=[CH:23][C:24]([C:27]([F:28])([F:29])[P:30]([OH:35])([OH:32])=[O:31])=[CH:25][CH:26]=1)(=[O:39])=[O:40].